Dataset: Full USPTO retrosynthesis dataset with 1.9M reactions from patents (1976-2016). Task: Predict the reactants needed to synthesize the given product. (1) Given the product [Cl:1][C:2]1[CH:7]=[CH:6][C:5]([N:8]([C@H:9]2[C:18]3[C:13](=[CH:14][CH:15]=[CH:16][CH:17]=3)[N:12]([C:19](=[O:27])[C:20]3[CH:21]=[CH:22][C:23]([F:26])=[CH:24][CH:25]=3)[C@@H:11]([CH2:28][OH:29])[CH2:10]2)[C:34](=[O:37])[CH2:35][CH3:36])=[CH:4][CH:3]=1, predict the reactants needed to synthesize it. The reactants are: [Cl:1][C:2]1[CH:7]=[CH:6][C:5]([N:8]([C:34](=[O:37])[CH2:35][CH3:36])[C@H:9]2[C:18]3[C:13](=[CH:14][CH:15]=[CH:16][CH:17]=3)[N:12]([C:19](=[O:27])[C:20]3[CH:25]=[CH:24][C:23]([F:26])=[CH:22][CH:21]=3)[C@@H:11]([CH2:28][O:29]C(=O)CC)[CH2:10]2)=[CH:4][CH:3]=1.ClC1C=CC(N(C(=O)CC)[C@H]2C3C(=CC=C(OCC(O)=O)C=3)N(C(=O)C3C=CC(F)=CC=3)[C@@H](C)C2)=CC=1. (2) The reactants are: [Na].[O:2]([CH:9]([CH3:13])[C:10](=[O:12])[CH3:11])[C:3]1[CH:8]=[CH:7][CH:6]=[CH:5][CH:4]=1.[C:14](OCC)(=[O:20])[C:15]([O:17][CH2:18][CH3:19])=[O:16]. Given the product [CH2:18]([O:17][C:15](=[O:16])[C:14](=[O:20])[CH2:11][C:10](=[O:12])[CH:9]([O:2][C:3]1[CH:8]=[CH:7][CH:6]=[CH:5][CH:4]=1)[CH3:13])[CH3:19], predict the reactants needed to synthesize it. (3) Given the product [O:23]1[CH2:24][CH2:25][O:26][CH:22]1[CH2:21][N:9]1[C:7]2=[N:8][C:3]([O:2][CH3:1])=[CH:4][N:5]=[C:6]2[CH:12]=[CH:11][C:10]1=[O:13], predict the reactants needed to synthesize it. The reactants are: [CH3:1][O:2][C:3]1[N:8]=[C:7]2[NH:9][C:10](=[O:13])[CH:11]=[CH:12][C:6]2=[N:5][CH:4]=1.C(=O)([O-])[O-].[K+].[K+].Br[CH2:21][CH:22]1[O:26][CH2:25][CH2:24][O:23]1.O.